Dataset: Forward reaction prediction with 1.9M reactions from USPTO patents (1976-2016). Task: Predict the product of the given reaction. (1) Given the reactants C([O:8][C@H:9]1[C@H:15]([O:16]CC2C=CC=CC=2)[C@@H:14]([O:24]CC2C=CC=CC=2)[C@:13]2([C:33]3[CH:38]=[CH:37][C:36]([Cl:39])=[C:35]([CH2:40][C:41]4[CH:46]=[CH:45][C:44]([O:47][CH2:48][C:49]([F:52])([F:51])[F:50])=[CH:43][CH:42]=4)[CH:34]=3)[O:32][C@@:10]1([C:53]([OH:56])([CH3:55])[CH3:54])[CH2:11][O:12]2)C1C=CC=CC=1.ClC1C=CC=CC=1Cl, predict the reaction product. The product is: [Cl:39][C:36]1[CH:37]=[CH:38][C:33]([C@@:13]23[O:32][C@@:10]([C:53]([OH:56])([CH3:55])[CH3:54])([CH2:11][O:12]2)[C@@H:9]([OH:8])[C@H:15]([OH:16])[C@H:14]3[OH:24])=[CH:34][C:35]=1[CH2:40][C:41]1[CH:46]=[CH:45][C:44]([O:47][CH2:48][C:49]([F:51])([F:50])[F:52])=[CH:43][CH:42]=1. (2) Given the reactants [NH2:1][C:2]1[CH:3]=[C:4]2[C:9](=[CH:10][CH:11]=1)[N:8]=[C:7]([NH:12][C:13]1[CH:18]=[CH:17][C:16]([S:19]([NH2:22])(=[O:21])=[O:20])=[CH:15][CH:14]=1)[N:6]=[CH:5]2.[C:23](O)(=[O:25])[CH3:24].CN(C(ON1N=NC2C=CC=CC1=2)=[N+](C)C)C.F[P-](F)(F)(F)(F)F.CC(N(C)C)=O, predict the reaction product. The product is: [S:19]([C:16]1[CH:15]=[CH:14][C:13]([NH:12][C:7]2[N:6]=[CH:5][C:4]3[C:9](=[CH:10][CH:11]=[C:2]([NH:1][C:23](=[O:25])[CH3:24])[CH:3]=3)[N:8]=2)=[CH:18][CH:17]=1)(=[O:21])(=[O:20])[NH2:22]. (3) Given the reactants Br[C:2]1[CH:3]=[CH:4][C:5]([C:8]2([OH:21])[CH2:13][CH2:12][N:11]([C:14]([O:16][C:17]([CH3:20])([CH3:19])[CH3:18])=[O:15])[CH2:10][CH2:9]2)=[N:6][CH:7]=1.[CH3:22][N:23](C=O)C, predict the reaction product. The product is: [C:22]([C:2]1[CH:3]=[CH:4][C:5]([C:8]2([OH:21])[CH2:13][CH2:12][N:11]([C:14]([O:16][C:17]([CH3:20])([CH3:19])[CH3:18])=[O:15])[CH2:10][CH2:9]2)=[N:6][CH:7]=1)#[N:23]. (4) Given the reactants [CH:1]1([N:7]([CH2:41][CH:42](OC)[O:43]C)[C:8](=[O:40])[CH2:9][CH2:10][O:11][CH2:12][CH2:13][C:14]2[CH:19]=[CH:18][CH:17]=[C:16]([CH2:20][N:21]3[CH2:39][CH2:38][C:24]4([O:29][CH2:28][CH2:27][N:26]([C:30]([C:32]5[N:33]=[C:34]([CH3:37])[S:35][CH:36]=5)=[O:31])[CH2:25]4)[CH2:23][CH2:22]3)[CH:15]=2)[CH2:6][CH2:5][CH2:4][CH2:3][CH2:2]1.C(=O)(O)[O-].[Na+], predict the reaction product. The product is: [CH:1]1([N:7]([CH2:41][CH:42]=[O:43])[C:8](=[O:40])[CH2:9][CH2:10][O:11][CH2:12][CH2:13][C:14]2[CH:19]=[CH:18][CH:17]=[C:16]([CH2:20][N:21]3[CH2:39][CH2:38][C:24]4([O:29][CH2:28][CH2:27][N:26]([C:30]([C:32]5[N:33]=[C:34]([CH3:37])[S:35][CH:36]=5)=[O:31])[CH2:25]4)[CH2:23][CH2:22]3)[CH:15]=2)[CH2:6][CH2:5][CH2:4][CH2:3][CH2:2]1. (5) Given the reactants I[C:2]1[CH:3]=[N:4][CH:5]=[C:6]([I:9])[C:7]=1[OH:8].[C:10]([C:12]1[CH:17]=[CH:16][CH:15]=[C:14]([F:18])[CH:13]=1)#[CH:11].N1C=CC=CC=1, predict the reaction product. The product is: [F:18][C:14]1[CH:13]=[C:12]([C:10]2[O:8][C:7]3[C:6]([I:9])=[CH:5][N:4]=[CH:3][C:2]=3[CH:11]=2)[CH:17]=[CH:16][CH:15]=1. (6) Given the reactants C(OCC)(=O)C.CO.[CH3:9][O:10][C:11]1[CH:12]=[C:13]2[C:18](=[CH:19][C:20]=1[CH2:21][NH:22][C@H:23]1[CH2:28][CH2:27][CH2:26][NH:25][C@H:24]1[C:29]1[CH:34]=[CH:33][CH:32]=[CH:31][CH:30]=1)[N:17]([CH3:35])[C:16](=[O:36])[CH2:15][CH2:14]2.C(=O)([O-])[O-].[K+].[K+].[O:43]=[C:44]1[NH:48][CH:47]([CH2:49]OS(C2C=CC(C)=CC=2)(=O)=O)[CH2:46][CH2:45]1, predict the reaction product. The product is: [CH3:9][O:10][C:11]1[CH:12]=[C:13]2[C:18](=[CH:19][C:20]=1[CH2:21][NH:22][C@H:23]1[CH2:28][CH2:27][CH2:26][N:25]([CH2:49][C@@H:47]3[CH2:46][CH2:45][C:44](=[O:43])[NH:48]3)[C@H:24]1[C:29]1[CH:34]=[CH:33][CH:32]=[CH:31][CH:30]=1)[N:17]([CH3:35])[C:16](=[O:36])[CH2:15][CH2:14]2. (7) Given the reactants Br[C:2]1[CH:7]=[CH:6][N:5]2[CH:8]=[C:9]([C:11]3[CH:16]=[CH:15][CH:14]=[C:13]([O:17][CH3:18])[CH:12]=3)[N:10]=[C:4]2[CH:3]=1.[CH3:19][NH2:20], predict the reaction product. The product is: [CH3:18][O:17][C:13]1[CH:12]=[C:11]([C:9]2[N:10]=[C:4]3[CH:3]=[C:2]([NH:20][CH3:19])[CH:7]=[CH:6][N:5]3[CH:8]=2)[CH:16]=[CH:15][CH:14]=1.